From a dataset of Reaction yield outcomes from USPTO patents with 853,638 reactions. Predict the reaction yield, written as a fraction of the theoretical maximum amount of product (1.0 means a 100% yield; for example, 0.34 means a 34% yield). The reactants are Br[C:2]1[CH:7]=[CH:6][C:5]([S:8]([NH:11][CH2:12][CH3:13])(=[O:10])=[O:9])=[CH:4][C:3]=1[F:14].[C:15]([C:17]1[N:21]([CH3:22])[C:20](B(O)O)=[CH:19][CH:18]=1)#[N:16].[F-].[K+].C(P(C(C)(C)C)C(C)(C)C)(C)(C)C. The catalyst is C1C=CC(/C=C/C(/C=C/C2C=CC=CC=2)=O)=CC=1.C1C=CC(/C=C/C(/C=C/C2C=CC=CC=2)=O)=CC=1.C1C=CC(/C=C/C(/C=C/C2C=CC=CC=2)=O)=CC=1.[Pd].[Pd]. The product is [C:15]([C:17]1[N:21]([CH3:22])[C:20]([C:2]2[CH:7]=[CH:6][C:5]([S:8]([NH:11][CH2:12][CH3:13])(=[O:10])=[O:9])=[CH:4][C:3]=2[F:14])=[CH:19][CH:18]=1)#[N:16]. The yield is 0.240.